This data is from Full USPTO retrosynthesis dataset with 1.9M reactions from patents (1976-2016). The task is: Predict the reactants needed to synthesize the given product. (1) The reactants are: [BH4-].[Na+].[Br:3][C:4]1[CH:9]=[CH:8][C:7]([C:10](=[O:12])[CH3:11])=[C:6]([O:13][CH2:14][CH2:15][CH2:16][O:17][CH3:18])[CH:5]=1.C(O)(=O)C. Given the product [Br:3][C:4]1[CH:9]=[CH:8][C:7]([CH:10]([OH:12])[CH3:11])=[C:6]([O:13][CH2:14][CH2:15][CH2:16][O:17][CH3:18])[CH:5]=1, predict the reactants needed to synthesize it. (2) Given the product [CH3:12][N:7]1[C:6]2[CH:13]=[CH:14][C:3]([N:2]3[CH:18]=[C:19]([C:20]([O:22][CH2:23][CH3:24])=[O:21])[C:25](=[O:32])[NH:26][C:27]3=[O:28])=[CH:4][C:5]=2[N:9]([CH3:10])[C:8]1=[O:11], predict the reactants needed to synthesize it. The reactants are: Cl.[NH2:2][C:3]1[CH:14]=[CH:13][C:6]2[N:7]([CH3:12])[C:8](=[O:11])[N:9]([CH3:10])[C:5]=2[CH:4]=1.C(O[CH:18]=[C:19]([C:25](=[O:32])[NH:26][C:27](OCC)=[O:28])[C:20]([O:22][CH2:23][CH3:24])=[O:21])C.C(N(CC)CC)C.CC(C)([O-])C.[K+]. (3) The reactants are: [CH:1]1([O:4][C@H:5]2[CH2:9][N:8]([C:10]([O:12][CH2:13][C:14]3[CH:19]=[CH:18][CH:17]=[CH:16][CH:15]=3)=[O:11])[C@H:7]([C:20](OC)=[O:21])[CH2:6]2)[CH2:3][CH2:2]1.[BH4-].[Li+].O.Cl. Given the product [CH:1]1([O:4][C@H:5]2[CH2:9][N:8]([C:10]([O:12][CH2:13][C:14]3[CH:19]=[CH:18][CH:17]=[CH:16][CH:15]=3)=[O:11])[C@H:7]([CH2:20][OH:21])[CH2:6]2)[CH2:3][CH2:2]1, predict the reactants needed to synthesize it.